From a dataset of Reaction yield outcomes from USPTO patents with 853,638 reactions. Predict the reaction yield, written as a fraction of the theoretical maximum amount of product (1.0 means a 100% yield; for example, 0.34 means a 34% yield). (1) The reactants are [Br:1][C:2]1[CH:3]=[C:4]([N:8]2[C:16]3[C:11](=[CH:12][C:13]([C:17]4[CH:18]=NN(C)C=4)=[CH:14][CH:15]=3)[C:10](C(OC)=O)=[N:9]2)[CH:5]=[CH:6][CH:7]=1.[CH:27]([NH2:29])=[O:28]. No catalyst specified. The product is [Br:1][C:2]1[CH:3]=[C:4]([N:8]2[C:16]3[C:11](=[CH:12][C:13]([C:17]4[CH:18]=[CH:4][N:8]([CH3:16])[N:9]=4)=[CH:14][CH:15]=3)[C:10]([C:27]([NH2:29])=[O:28])=[N:9]2)[CH:5]=[CH:6][CH:7]=1. The yield is 0.970. (2) The reactants are C(NC(C)C)(C)C.C([Li])CCC.[F:13][C:14]1[N:19]=[CH:18][C:17]([CH2:20][N:21]2[CH2:26][CH2:25][S:24][CH2:23][CH2:22]2)=[CH:16][CH:15]=1.[B:27](OC(C)C)([O:32]C(C)C)[O:28]C(C)C. The catalyst is C1COCC1. The product is [F:13][C:14]1[C:15]([B:27]([OH:32])[OH:28])=[CH:16][C:17]([CH2:20][N:21]2[CH2:26][CH2:25][S:24][CH2:23][CH2:22]2)=[CH:18][N:19]=1. The yield is 0.710.